This data is from Full USPTO retrosynthesis dataset with 1.9M reactions from patents (1976-2016). The task is: Predict the reactants needed to synthesize the given product. (1) The reactants are: [CH2:1]([O:8][C:9]1[CH:10]=[C:11]([C:16]2[N:21]=[C:20]([C:22]([O:24][CH3:25])=[O:23])[CH:19]=[CH:18][C:17]=2OS(C(F)(F)F)(=O)=O)[CH:12]=[CH:13][C:14]=1[Cl:15])[C:2]1[CH:7]=[CH:6][CH:5]=[CH:4][CH:3]=1.[CH3:34][C:35]1([CH3:51])[C:39]([CH3:41])([CH3:40])[O:38][B:37]([B:37]2[O:38][C:39]([CH3:41])([CH3:40])[C:35]([CH3:51])([CH3:34])[O:36]2)[O:36]1.C([O-])(=O)C.[K+]. Given the product [CH2:1]([O:8][C:9]1[CH:10]=[C:11]([C:16]2[N:21]=[C:20]([C:22]([O:24][CH3:25])=[O:23])[CH:19]=[CH:18][C:17]=2[B:37]2[O:38][C:39]([CH3:41])([CH3:40])[C:35]([CH3:51])([CH3:34])[O:36]2)[CH:12]=[CH:13][C:14]=1[Cl:15])[C:2]1[CH:7]=[CH:6][CH:5]=[CH:4][CH:3]=1, predict the reactants needed to synthesize it. (2) Given the product [CH2:9]=[C:10]([C:2]1[CH:3]=[CH:4][C:5]([NH2:8])=[N:6][CH:7]=1)[CH3:14], predict the reactants needed to synthesize it. The reactants are: Br[C:2]1[CH:3]=[CH:4][C:5]([NH2:8])=[N:6][CH:7]=1.[CH3:9][C:10]1(C)[C:14](C)(C)OB(C(C)=C)O1.C([O-])([O-])=O.[K+].[K+]. (3) Given the product [C:36]([O:35][C:34](=[O:40])[NH:33][CH:30]1[CH2:31][CH2:32][N:27]([CH2:2][C:3]2[N:4]3[CH:10]=[C:9]([C:11]4[CH:16]=[CH:15][CH:14]=[CH:13][C:12]=4[N+:17]([O-:19])=[O:18])[N:8]=[C:5]3[S:6][CH:7]=2)[CH2:28][CH2:29]1)([CH3:39])([CH3:37])[CH3:38], predict the reactants needed to synthesize it. The reactants are: Cl[CH2:2][C:3]1[N:4]2[CH:10]=[C:9]([C:11]3[CH:16]=[CH:15][CH:14]=[CH:13][C:12]=3[N+:17]([O-:19])=[O:18])[N:8]=[C:5]2[S:6][CH:7]=1.C(N(CC)CC)C.[NH:27]1[CH2:32][CH2:31][CH:30]([NH:33][C:34](=[O:40])[O:35][C:36]([CH3:39])([CH3:38])[CH3:37])[CH2:29][CH2:28]1. (4) Given the product [CH2:14]([O:16][C:17](=[O:25])[C:18]1[CH:23]=[CH:22][CH:21]=[N:20][C:19]=1[O:13][CH2:12][C:10]1[CH:9]=[CH:8][C:7]2[O:3][CH2:4][O:5][C:6]=2[CH:11]=1)[CH3:15], predict the reactants needed to synthesize it. The reactants are: [H-].[Na+].[O:3]1[C:7]2[CH:8]=[CH:9][C:10]([CH2:12][OH:13])=[CH:11][C:6]=2[O:5][CH2:4]1.[CH2:14]([O:16][C:17](=[O:25])[C:18]1[CH:23]=[CH:22][CH:21]=[N:20][C:19]=1Cl)[CH3:15].O. (5) Given the product [CH3:26][O:25][C:23](=[O:24])[C:12]1[CH:11]=[CH:10][C:9]([NH2:13])=[CH:8][C:7]=1[O:6][CH2:5][CH2:4][N:3]([CH2:1][CH3:2])[CH2:14][CH3:15], predict the reactants needed to synthesize it. The reactants are: [CH2:1]([N:3]([CH2:14][CH3:15])[CH2:4][CH2:5][O:6][C:7]1[CH:8]=[C:9]([NH2:13])[CH:10]=[CH:11][CH:12]=1)[CH3:2].CN1CCN([C:23]([O:25][CH2:26]C2C=CC=C([N+]([O-])=O)C=2)=[O:24])CC1. (6) The reactants are: [NH2:1][C:2]1[CH:12]=[C:11]([CH:13]=[O:14])[C:10]([CH2:15][CH3:16])=[CH:9][C:3]=1[C:4]([O:6][CH2:7][CH3:8])=[O:5].C(OC(=O)C1C=C(C(F)(F)F)C(C=O)=C([Cl:33])C=1N)C. Given the product [NH2:1][C:2]1[C:12]([Cl:33])=[C:11]([CH:13]=[O:14])[C:10]([CH2:15][CH3:16])=[CH:9][C:3]=1[C:4]([O:6][CH2:7][CH3:8])=[O:5], predict the reactants needed to synthesize it. (7) Given the product [CH3:14][N:15]1[CH:19]=[CH:18][N:17]=[C:16]1[CH2:20][N:1]([CH2:2][CH2:3][C:4]1[CH:5]=[CH:6][C:7]([S:10](=[O:11])(=[O:12])[NH2:13])=[CH:8][CH:9]=1)[CH2:37][C:36]([O:40][C:41]([CH3:44])([CH3:43])[CH3:42])=[O:39], predict the reactants needed to synthesize it. The reactants are: [NH2:1][CH2:2][CH2:3][C:4]1[CH:9]=[CH:8][C:7]([S:10]([NH2:13])(=[O:12])=[O:11])=[CH:6][CH:5]=1.[CH3:14][N:15]1[CH:19]=[CH:18][N:17]=[C:16]1[CH:20]=O.[BH-](OC(C)=O)(OC(C)=O)OC(C)=O.[Na+].[C:36]([O:40][C:41]([CH3:44])([CH3:43])[CH3:42])(=[O:39])[CH:37]=O. (8) Given the product [ClH:32].[CH3:1][N:2]1[CH:6]=[C:5]([C:7]2[CH:8]=[C:9]([CH:17]=[C:18]([C:20]([F:22])([F:21])[F:23])[CH:19]=2)[C:10]([OH:12])=[O:11])[N:4]=[CH:3]1, predict the reactants needed to synthesize it. The reactants are: [CH3:1][N:2]1[CH:6]=[C:5]([C:7]2[CH:8]=[C:9]([CH:17]=[C:18]([C:20]([F:23])([F:22])[F:21])[CH:19]=2)[C:10]([O:12]C(C)(C)C)=[O:11])[N:4]=[CH:3]1.C(O)(C(F)(F)F)=O.C(Cl)[Cl:32]. (9) Given the product [ClH:29].[OH:2][C:3]1[CH:12]=[C:11]([CH3:13])[C:10]2[NH:9][C:8](=[O:14])[C:7]3[S:15][CH:16]=[CH:17][C:6]=3[C:5]=2[C:4]=1[C:18]1[CH:23]=[CH:22][C:21]([C@@H:24]([CH3:28])[CH2:25][NH:26][CH3:27])=[CH:20][CH:19]=1, predict the reactants needed to synthesize it. The reactants are: Br.[OH:2][C:3]1[CH:12]=[C:11]([CH3:13])[C:10]2[NH:9][C:8](=[O:14])[C:7]3[S:15][CH:16]=[CH:17][C:6]=3[C:5]=2[C:4]=1[C:18]1[CH:23]=[CH:22][C:21]([C@@H:24]([CH3:28])[CH2:25][NH:26][CH3:27])=[CH:20][CH:19]=1.[ClH:29]. (10) Given the product [N:1]1[CH:6]=[CH:5][CH:4]=[CH:3][C:2]=1[C:7]([C:9]1[CH:10]=[C:11]([C:23]2[CH:28]=[CH:27][CH:26]=[CH:25][CH:24]=2)[C:12](=[O:21])[N:13]([C:15]2[CH:20]=[CH:19][CH:18]=[CH:17][CH:16]=2)[CH:14]=1)=[O:8], predict the reactants needed to synthesize it. The reactants are: [N:1]1[CH:6]=[CH:5][CH:4]=[CH:3][C:2]=1[C:7]([C:9]1[CH:10]=[C:11](Br)[C:12](=[O:21])[N:13]([C:15]2[CH:20]=[CH:19][CH:18]=[CH:17][CH:16]=2)[CH:14]=1)=[O:8].[C:23]1(B(O)O)[CH:28]=[CH:27][CH:26]=[CH:25][CH:24]=1.C(=O)([O-])[O-].[Cs+].[Cs+].CN(C)C=O.